From a dataset of Catalyst prediction with 721,799 reactions and 888 catalyst types from USPTO. Predict which catalyst facilitates the given reaction. (1) Reactant: [N:1]([CH:4]1[CH:10](O)[CH2:9][CH2:8][N:7]([C:12]([O:14][CH2:15][C:16]2[CH:21]=[CH:20][CH:19]=[CH:18][CH:17]=2)=[O:13])[CH2:6][CH2:5]1)=[N+:2]=[N-:3].COCCN(S(F)(F)[F:32])CCOC.C([O-])(O)=O.[Na+]. Product: [N:1]([CH:4]1[CH:10]([F:32])[CH2:9][CH2:8][N:7]([C:12]([O:14][CH2:15][C:16]2[CH:21]=[CH:20][CH:19]=[CH:18][CH:17]=2)=[O:13])[CH2:6][CH2:5]1)=[N+:2]=[N-:3]. The catalyst class is: 168. (2) Reactant: [F:1][C:2]1[CH:7]=[CH:6][C:5]([C:8]([F:11])([F:10])[F:9])=[C:4]([CH3:12])[CH:3]=1.[N+:13]([O-])([O-:15])=[O:14].[K+]. Product: [F:1][C:2]1[CH:3]=[C:4]([CH3:12])[C:5]([C:8]([F:9])([F:10])[F:11])=[CH:6][C:7]=1[N+:13]([O-:15])=[O:14]. The catalyst class is: 65. (3) Product: [Cl:25][C:26]1[C:27]([F:55])=[C:28]([NH:32][C:33]2[C:42]3[C:37](=[CH:38][C:39]([O:53][CH3:54])=[C:40]([O:43][C@@H:44]4[CH2:48][N:47]([CH3:49])[C@H:46]([C:50]([NH:15][CH:14]5[CH2:12][CH2:13]5)=[O:51])[CH2:45]4)[CH:41]=3)[N:36]=[CH:35][N:34]=2)[CH:29]=[CH:30][CH:31]=1. The catalyst class is: 44. Reactant: CN(C(ON1N=NC2[CH:12]=[CH:13][CH:14]=[N:15]C1=2)=[N+](C)C)C.F[P-](F)(F)(F)(F)F.[Cl:25][C:26]1[C:27]([F:55])=[C:28]([NH:32][C:33]2[C:42]3[C:37](=[CH:38][C:39]([O:53][CH3:54])=[C:40]([O:43][C@@H:44]4[CH2:48][N:47]([CH3:49])[C@H:46]([C:50](O)=[O:51])[CH2:45]4)[CH:41]=3)[N:36]=[CH:35][N:34]=2)[CH:29]=[CH:30][CH:31]=1.C1(N)CC1.CCN(C(C)C)C(C)C. (4) Reactant: [CH3:1]N(C=O)C.[CH3:6][O:7][C:8](=[O:36])[N:9]=[C:10]([S:34][CH3:35])[C:11]([C:25]1[CH:30]=[C:29]([CH2:31][OH:32])[CH:28]=[C:27]([OH:33])[CH:26]=1)=[N:12][C:13]1[CH:18]=[CH:17][C:16]([C:19]2[N:23]=[C:22]([CH3:24])[O:21][N:20]=2)=[CH:15][CH:14]=1.C(=O)([O-])[O-].[K+].[K+].CI. Product: [CH3:6][O:7][C:8](=[O:36])[N:9]=[C:10]([S:34][CH3:35])[C:11]([C:25]1[CH:26]=[C:27]([O:33][CH3:1])[CH:28]=[C:29]([CH2:31][OH:32])[CH:30]=1)=[N:12][C:13]1[CH:18]=[CH:17][C:16]([C:19]2[N:23]=[C:22]([CH3:24])[O:21][N:20]=2)=[CH:15][CH:14]=1. The catalyst class is: 84. (5) Reactant: [Cl-].[C:2]([C:4]1[CH:5]=[CH:6][C:7]([NH:30][C:31](=O)[C:32]([F:35])([F:34])[F:33])=[C:8]([CH2:10][P+](C2C=CC=CC=2)(C2C=CC=CC=2)C2C=CC=CC=2)[CH:9]=1)#[N:3]. Product: [F:33][C:32]([F:35])([F:34])[C:31]1[NH:30][C:7]2[C:8]([CH:10]=1)=[CH:9][C:4]([C:2]#[N:3])=[CH:5][CH:6]=2. The catalyst class is: 3. (6) Reactant: [NH:1]1[CH2:6][CH2:5][S:4][CH2:3][CH2:2]1.C(=O)([O-])[O-].[K+].[K+].Br[CH2:14][CH2:15][OH:16].ClCCl. Product: [N:1]1([CH2:14][CH2:15][OH:16])[CH2:6][CH2:5][S:4][CH2:3][CH2:2]1. The catalyst class is: 10.